From a dataset of Forward reaction prediction with 1.9M reactions from USPTO patents (1976-2016). Predict the product of the given reaction. The product is: [Br:34][C:16]1[C:15]([O:18][CH2:19][C@@H:20]([NH:26][C:27](=[O:33])[O:28][C:29]([CH3:30])([CH3:32])[CH3:31])[CH2:21][CH:22]=[C:23]([F:25])[F:24])=[CH:14][C:8]2[N:9]([CH3:13])[C:10](=[O:12])[C:11]3[C:6]([C:7]=2[CH:17]=1)=[CH:5][CH:4]=[N:3][C:2]=3[CH3:1]. Given the reactants [CH3:1][C:2]1[N:3]=[CH:4][CH:5]=[C:6]2[C:11]=1[C:10](=[O:12])[N:9]([CH3:13])[C:8]1[CH:14]=[C:15]([O:18][CH2:19][C@@H:20]([NH:26][C:27](=[O:33])[O:28][C:29]([CH3:32])([CH3:31])[CH3:30])[CH2:21][CH:22]=[C:23]([F:25])[F:24])[CH:16]=[CH:17][C:7]2=1.[Br:34]N1C(=O)CCC1=O, predict the reaction product.